Predict the reaction yield, written as a fraction of the theoretical maximum amount of product (1.0 means a 100% yield; for example, 0.34 means a 34% yield). From a dataset of Reaction yield outcomes from USPTO patents with 853,638 reactions. (1) The reactants are [BH-](OC(C)=O)(OC(C)=O)OC(C)=O.[Na+].O=[C:16]1[CH2:21][CH2:20][CH:19]([CH:22]([NH:26][C:27]([C:29]2[C:38]([NH:39][C:40]([NH:42][C:43]3[C:48]([CH3:49])=[CH:47][C:46]([CH3:50])=[CH:45][C:44]=3[CH3:51])=[O:41])=[CH:37][C:36]3[C:31](=[CH:32][CH:33]=[CH:34][CH:35]=3)[CH:30]=2)=[O:28])[C:23]([OH:25])=[O:24])[CH2:18][CH2:17]1.[NH:52]1[CH2:57][CH2:56][O:55][CH2:54][CH2:53]1. The catalyst is ClCCCl. The product is [N:52]1([CH:16]2[CH2:21][CH2:20][CH:19]([CH:22]([NH:26][C:27]([C:29]3[C:38]([NH:39][C:40]([NH:42][C:43]4[C:44]([CH3:51])=[CH:45][C:46]([CH3:50])=[CH:47][C:48]=4[CH3:49])=[O:41])=[CH:37][C:36]4[C:31](=[CH:32][CH:33]=[CH:34][CH:35]=4)[CH:30]=3)=[O:28])[C:23]([OH:25])=[O:24])[CH2:18][CH2:17]2)[CH2:57][CH2:56][O:55][CH2:54][CH2:53]1. The yield is 0.450. (2) The reactants are [Cl:1][C:2]1[CH:7]=[CH:6][C:5]([S:8]([CH2:11][C:12]#[N:13])(=[O:10])=[O:9])=[CH:4][CH:3]=1.C(=O)([O-])[O-].[K+].[K+].[N:20]1[CH:25]=[CH:24][CH:23]=[C:22]([N:26]=[C:27]=[S:28])[CH:21]=1.[CH3:29]I. The catalyst is CC(C)=O. The product is [Cl:1][C:2]1[CH:3]=[CH:4][C:5]([S:8]([C:11](=[C:27]([S:28][CH3:29])[NH:26][C:22]2[CH:21]=[N:20][CH:25]=[CH:24][CH:23]=2)[C:12]#[N:13])(=[O:9])=[O:10])=[CH:6][CH:7]=1. The yield is 0.160. (3) The catalyst is CC(O)C.Cl. The product is [Cl:16][C:17]1[CH:18]=[C:19]([NH:20][C:2]2[C:11]3[C:6](=[CH:7][CH:8]=[C:9]([C:12]([F:15])([F:14])[F:13])[CH:10]=3)[N:5]=[CH:4][CH:3]=2)[CH:21]=[CH:22][CH:23]=1. The reactants are Cl[C:2]1[C:11]2[C:6](=[CH:7][CH:8]=[C:9]([C:12]([F:15])([F:14])[F:13])[CH:10]=2)[N:5]=[CH:4][CH:3]=1.[Cl:16][C:17]1[CH:18]=[C:19]([CH:21]=[CH:22][CH:23]=1)[NH2:20]. The yield is 0.0700. (4) The reactants are Cl.[NH2:2][CH2:3][CH2:4][CH2:5][CH2:6][C:7]1[CH:12]=[CH:11][C:10]([O:13][CH3:14])=[CH:9][CH:8]=1.[OH-].[Na+].S([NH:27][N:28]=[CH:29][CH:30](Cl)[Cl:31])(C1C=CC(C)=CC=1)(=O)=O.C(=O)([O-])O.[Na+]. The catalyst is O.CO.C1(C)C=CC=CC=1. The product is [ClH:31].[CH3:14][O:13][C:10]1[CH:9]=[CH:8][C:7]([CH2:6][CH2:5][CH2:4][CH2:3][N:2]2[CH:30]=[CH:29][N:28]=[N:27]2)=[CH:12][CH:11]=1. The yield is 0.680. (5) The reactants are [N+:1]([C:4]1[CH:5]=[C:6]2[C:11](=[CH:12][CH:13]=1)[CH2:10][CH2:9][CH2:8][CH2:7]2)([O-])=O.[N+](C1C=CC=C2C=1CCCC2)([O-])=O.[H][H]. The catalyst is CO.[Pd]. The product is [CH:5]1[C:6]2[CH2:7][CH2:8][CH2:9][CH2:10][C:11]=2[CH:12]=[CH:13][C:4]=1[NH2:1]. The yield is 0.400.